This data is from Full USPTO retrosynthesis dataset with 1.9M reactions from patents (1976-2016). The task is: Predict the reactants needed to synthesize the given product. (1) Given the product [CH3:18][C:19]1[CH:23]=[C:22]([CH3:24])[NH:21][C:20]=1[CH:25]=[C:11]1[C:10]2[C:14](=[CH:15][CH:16]=[C:8]([CH2:7][N:6]3[CH2:5][CH2:4][O:3][C:2]3=[O:1])[CH:9]=2)[NH:13][C:12]1=[O:17], predict the reactants needed to synthesize it. The reactants are: [O:1]=[C:2]1[N:6]([CH2:7][C:8]2[CH:9]=[C:10]3[C:14](=[CH:15][CH:16]=2)[NH:13][C:12](=[O:17])[CH2:11]3)[CH2:5][CH2:4][O:3]1.[CH3:18][C:19]1[CH:23]=[C:22]([CH3:24])[NH:21][C:20]=1[CH:25]=O.N1CCCCC1. (2) Given the product [CH3:8][N:9]([CH3:11])[CH:10]=[CH:1][C:2]1[CH:7]=[CH:6][N:5]=[CH:4][CH:3]=1, predict the reactants needed to synthesize it. The reactants are: [CH3:1][C:2]1[CH:7]=[CH:6][N:5]=[CH:4][CH:3]=1.[CH3:8][N:9]([CH:11](N(C)C)OC(C)(C)C)[CH3:10]. (3) Given the product [CH:1]1([C:7]2[C:8]3[CH:9]=[CH:10][C:11]([C:39]([NH:79][CH2:73][C@H:74]4[CH2:75][CH2:76][CH2:77][O:78]4)=[O:40])=[CH:12][C:13]=3[N:14]3[CH2:20][C:19]([C:21]([N:23]4[CH2:24][CH2:25][CH:26]([N:29]5[CH2:30][CH2:31][O:32][CH2:33][CH2:34]5)[CH2:27][CH2:28]4)=[O:22])=[CH:18][C:17]4[CH:35]=[CH:36][CH:37]=[CH:38][C:16]=4[C:15]=23)[CH2:6][CH2:5][CH2:4][CH2:3][CH2:2]1, predict the reactants needed to synthesize it. The reactants are: [CH:1]1([C:7]2[C:8]3[CH:9]=[CH:10][C:11]([C:39](O)=[O:40])=[CH:12][C:13]=3[N:14]3[CH2:20][C:19]([C:21]([N:23]4[CH2:28][CH2:27][CH:26]([N:29]5[CH2:34][CH2:33][O:32][CH2:31][CH2:30]5)[CH2:25][CH2:24]4)=[O:22])=[CH:18][C:17]4[CH:35]=[CH:36][CH:37]=[CH:38][C:16]=4[C:15]=23)[CH2:6][CH2:5][CH2:4][CH2:3][CH2:2]1.C(N(CC)C(C)C)(C)C.Cl.CN(C)CCCN=C=NCC.ON1C2C=CC=CC=2N=N1.[CH2:73]([NH2:79])[C@@H:74]1[O:78][CH2:77][CH2:76][CH2:75]1. (4) Given the product [Cl:4][C:5]1[CH:6]=[C:7]([C:15]2[O:19][N:18]=[C:17]([C:20]3[CH:21]=[CH:22][CH:23]=[C:24]4[C:28]=3[NH:27][CH:26]=[C:25]4[CH2:30][C:31]([OH:33])=[O:32])[N:16]=2)[CH:8]=[CH:9][C:10]=1[O:11][CH:12]([CH3:13])[CH3:14], predict the reactants needed to synthesize it. The reactants are: C[Mg]Br.[Cl:4][C:5]1[CH:6]=[C:7]([C:15]2[O:19][N:18]=[C:17]([C:20]3[CH:21]=[CH:22][CH:23]=[C:24]4[C:28]=3[NH:27][CH:26]=[CH:25]4)[N:16]=2)[CH:8]=[CH:9][C:10]=1[O:11][CH:12]([CH3:14])[CH3:13].Br[CH2:30][C:31]([O:33]CC)=[O:32]. (5) The reactants are: [Cl:1][C:2]1[N:3]=[N:4][C:5](Cl)=[CH:6][C:7]=1[CH:8]1[CH2:11][CH2:10][CH2:9]1.[C:13]([NH:21][NH2:22])(=O)[C:14]1[CH:19]=[CH:18][CH:17]=[CH:16][CH:15]=1.Cl.C(N(CC)CC)C. Given the product [Cl:1][C:2]1[C:7]([CH:8]2[CH2:11][CH2:10][CH2:9]2)=[CH:6][C:5]2[N:4]([C:13]([C:14]3[CH:19]=[CH:18][CH:17]=[CH:16][CH:15]=3)=[N:21][N:22]=2)[N:3]=1, predict the reactants needed to synthesize it. (6) Given the product [Cl:22][C:5]1[C:6]([NH:8][C:9]2[CH:14]=[CH:13][C:12]([O:15][CH3:16])=[CH:11][C:10]=2[NH:17][S:18]([CH3:21])(=[O:20])=[O:19])=[N:7][C:2]([NH:26][C:25]2[CH:27]=[CH:28][CH:29]=[C:30]([O:31][CH3:32])[C:24]=2[CH3:23])=[N:3][CH:4]=1, predict the reactants needed to synthesize it. The reactants are: Cl[C:2]1[N:7]=[C:6]([NH:8][C:9]2[CH:14]=[CH:13][C:12]([O:15][CH3:16])=[CH:11][C:10]=2[NH:17][S:18]([CH3:21])(=[O:20])=[O:19])[C:5]([Cl:22])=[CH:4][N:3]=1.[CH3:23][C:24]1[C:30]([O:31][CH3:32])=[CH:29][CH:28]=[CH:27][C:25]=1[NH2:26]. (7) Given the product [C:1]([O:5][C:6]([NH:8][CH2:9][C@@H:10]([C:35]([OH:37])=[O:36])[N:11]([C:16]([C:18]1[C:19]([NH:28][CH2:29][C:30]2[O:31][CH:32]=[CH:33][CH:34]=2)=[N:20][C:21]([C:24]([CH3:26])([CH3:27])[CH3:25])=[N:22][CH:23]=1)=[O:17])[CH2:12][CH:13]([CH3:14])[CH3:15])=[O:7])([CH3:3])([CH3:4])[CH3:2], predict the reactants needed to synthesize it. The reactants are: [C:1]([O:5][C:6]([NH:8][CH2:9][C@@H:10]([C:35]([O:37]C)=[O:36])[N:11]([C:16]([C:18]1[C:19]([NH:28][CH2:29][C:30]2[O:31][CH:32]=[CH:33][CH:34]=2)=[N:20][C:21]([C:24]([CH3:27])([CH3:26])[CH3:25])=[N:22][CH:23]=1)=[O:17])[CH2:12][CH:13]([CH3:15])[CH3:14])=[O:7])([CH3:4])([CH3:3])[CH3:2].[OH-].[Na+].